Dataset: NCI-60 drug combinations with 297,098 pairs across 59 cell lines. Task: Regression. Given two drug SMILES strings and cell line genomic features, predict the synergy score measuring deviation from expected non-interaction effect. (1) Drug 1: C1=C(C(=O)NC(=O)N1)N(CCCl)CCCl. Drug 2: C(CC(=O)O)C(=O)CN.Cl. Cell line: RPMI-8226. Synergy scores: CSS=48.2, Synergy_ZIP=-3.24, Synergy_Bliss=-2.43, Synergy_Loewe=-1.47, Synergy_HSA=1.47. (2) Drug 1: CC=C1C(=O)NC(C(=O)OC2CC(=O)NC(C(=O)NC(CSSCCC=C2)C(=O)N1)C(C)C)C(C)C. Drug 2: N.N.Cl[Pt+2]Cl. Cell line: K-562. Synergy scores: CSS=63.0, Synergy_ZIP=0.261, Synergy_Bliss=-0.00384, Synergy_Loewe=-40.0, Synergy_HSA=-3.97.